Task: Binary Classification. Given a drug SMILES string, predict its activity (active/inactive) in a high-throughput screening assay against a specified biological target.. Dataset: Tyrosyl-DNA phosphodiesterase HTS with 341,365 compounds The molecule is S(=O)(=O)(NCC(=O)Nc1ccc(C(C)(C)C)cc1)c1cc(OC)ccc1. The result is 0 (inactive).